This data is from Reaction yield outcomes from USPTO patents with 853,638 reactions. The task is: Predict the reaction yield, written as a fraction of the theoretical maximum amount of product (1.0 means a 100% yield; for example, 0.34 means a 34% yield). The reactants are [CH3:1][C:2]([NH2:5])([CH3:4])[CH3:3].[CH3:6][O:7][C:8]1[CH:13]=[CH:12][C:11]([C:14]2[N:19]=[C:18]([C:20]([NH:22][S:23]([CH3:26])(=[O:25])=[O:24])=[O:21])[CH:17]=[CH:16][CH:15]=2)=[C:10]([CH3:27])[C:9]=1[CH:28]1[C:41]2[C:40](=[O:42])[CH2:39][C:38]([CH3:44])([CH3:43])[CH2:37][C:36]=2[O:35][C:34]2[CH2:33][C:32]([CH3:46])([CH3:45])[CH2:31][C:30](=[O:47])[C:29]1=2.C(OCC)C. The catalyst is C(O)C. The product is [CH3:1][C:2]([NH2:5])([CH3:4])[CH3:3].[CH3:6][O:7][C:8]1[CH:13]=[CH:12][C:11]([C:14]2[N:19]=[C:18]([C:20]([NH:22][S:23]([CH3:26])(=[O:25])=[O:24])=[O:21])[CH:17]=[CH:16][CH:15]=2)=[C:10]([CH3:27])[C:9]=1[CH:28]1[C:29]2[C:30](=[O:47])[CH2:31][C:32]([CH3:45])([CH3:46])[CH2:33][C:34]=2[O:35][C:36]2[CH2:37][C:38]([CH3:44])([CH3:43])[CH2:39][C:40](=[O:42])[C:41]1=2. The yield is 0.930.